The task is: Predict the reactants needed to synthesize the given product.. This data is from Full USPTO retrosynthesis dataset with 1.9M reactions from patents (1976-2016). (1) Given the product [CH2:1]([C:8]1[C:16]2[C:15](=[O:17])[NH:14][N:13]=[CH:12][C:11]=2[N:10]([CH2:26][O:27][CH2:28][C:29]2[CH:30]=[CH:31][CH:32]=[CH:33][CH:34]=2)[C:9]=1[C:35]1[CH:40]=[CH:39][C:38]([O:41][CH:42]([F:44])[F:43])=[C:37]([O:45][CH:46]2[CH2:48][CH2:47]2)[CH:36]=1)[C:2]1[CH:7]=[CH:6][CH:5]=[CH:4][CH:3]=1, predict the reactants needed to synthesize it. The reactants are: [CH2:1]([C:8]1[C:16]2[C:15](=[O:17])[N:14](COCC[Si](C)(C)C)[N:13]=[CH:12][C:11]=2[N:10]([CH2:26][O:27][CH2:28][C:29]2[CH:34]=[CH:33][CH:32]=[CH:31][CH:30]=2)[C:9]=1[C:35]1[CH:40]=[CH:39][C:38]([O:41][CH:42]([F:44])[F:43])=[C:37]([O:45][CH:46]2[CH2:48][CH2:47]2)[CH:36]=1)[C:2]1[CH:7]=[CH:6][CH:5]=[CH:4][CH:3]=1.Cl. (2) Given the product [Cl:19][C:20]1[CH:25]=[CH:24][C:23](/[CH:26]=[CH:27]/[C:28]([N:30]2[CH2:35][CH2:34][N:33]([CH2:36][C:37]([O:39]/[N:49]=[C:50](\[NH2:52])/[CH3:51])=[O:38])[CH2:32][C@H:31]2[CH3:40])=[O:29])=[C:22]([CH2:41][N:42]2[N:46]=[N:45][C:44]([CH3:47])=[N:43]2)[CH:21]=1, predict the reactants needed to synthesize it. The reactants are: C(P1(=O)OP(CCC)(=O)OP(CCC)(=O)O1)CC.[Cl:19][C:20]1[CH:25]=[CH:24][C:23](/[CH:26]=[CH:27]/[C:28]([N:30]2[CH2:35][CH2:34][N:33]([CH2:36][C:37]([OH:39])=[O:38])[CH2:32][C@H:31]2[CH3:40])=[O:29])=[C:22]([CH2:41][N:42]2[N:46]=[N:45][C:44]([CH3:47])=[N:43]2)[CH:21]=1.O[NH:49][C:50](=[NH:52])[CH3:51].C(N(CC)CC)C. (3) Given the product [OH:13][C:12]1[CH:8]=[CH:7][CH:6]=[CH:5][C:4]=1[CH2:3][C:2]([O:1][CH3:9])=[O:10], predict the reactants needed to synthesize it. The reactants are: [O:1]1[C:9]2[C:4](=[CH:5][CH:6]=[CH:7][CH:8]=2)[CH2:3][C:2]1=[O:10].Cl.[CH3:12][OH:13]. (4) Given the product [CH3:10][S:11][C:2]1[CH:9]=[N:8][CH:7]=[CH:6][C:3]=1[C:4]#[N:5], predict the reactants needed to synthesize it. The reactants are: Cl[C:2]1[CH:9]=[N:8][CH:7]=[CH:6][C:3]=1[C:4]#[N:5].[CH3:10][S-:11].[Na+].